Dataset: Forward reaction prediction with 1.9M reactions from USPTO patents (1976-2016). Task: Predict the product of the given reaction. (1) The product is: [F:1][C:2]([F:11])([F:10])[C:3]1[CH:4]=[CH:5][C:6]([O:12][C:13]2[CH:14]=[C:15]([CH2:19][OH:20])[CH:16]=[CH:17][CH:18]=2)=[N:7][CH:8]=1. Given the reactants [F:1][C:2]([F:11])([F:10])[C:3]1[CH:4]=[CH:5][C:6](Cl)=[N:7][CH:8]=1.[OH:12][C:13]1[CH:14]=[C:15]([CH2:19][OH:20])[CH:16]=[CH:17][CH:18]=1.C(=O)([O-])[O-].[K+].[K+], predict the reaction product. (2) Given the reactants [NH2:1][C:2]1[CH:11]=[CH:10][C:9]([CH:12]2[CH2:14][CH2:13]2)=[CH:8][C:3]=1[C:4]([O:6][CH3:7])=[O:5].[CH2:15]([N:22]1[C:26]2=[N:27][CH:28]=[C:29](Br)[CH:30]=[C:25]2[CH:24]=[CH:23]1)[C:16]1[CH:21]=[CH:20][CH:19]=[CH:18][CH:17]=1.C(=O)([O-])[O-].[Cs+].[Cs+].C1(C)C=CC=CC=1, predict the reaction product. The product is: [CH2:15]([N:22]1[C:26]2=[N:27][CH:28]=[C:29]([NH:1][C:2]3[CH:11]=[CH:10][C:9]([CH:12]4[CH2:14][CH2:13]4)=[CH:8][C:3]=3[C:4]([O:6][CH3:7])=[O:5])[CH:30]=[C:25]2[CH:24]=[CH:23]1)[C:16]1[CH:17]=[CH:18][CH:19]=[CH:20][CH:21]=1. (3) Given the reactants [F:1][C:2]([F:25])([F:24])[C:3]1[CH:4]=[C:5]([NH:9][C:10]([C:12]2[CH:13]=[C:14]3[C:19](=[CH:20][CH:21]=2)[C:18]([OH:22])=[N:17][N:16]=[C:15]3Cl)=[O:11])[CH:6]=[CH:7][CH:8]=1, predict the reaction product. The product is: [F:25][C:2]([F:1])([F:24])[C:3]1[CH:4]=[C:5]([NH:9][C:10]([C:12]2[CH:13]=[C:14]3[C:19](=[CH:20][CH:21]=2)[C:18]([OH:22])=[N:17][N:16]=[CH:15]3)=[O:11])[CH:6]=[CH:7][CH:8]=1. (4) The product is: [CH3:4][N:5]1[C:13]2[C:8](=[CH:9][C:10]([NH2:14])=[CH:11][CH:12]=2)[CH:7]=[C:6]1[CH2:17][N:18]1[CH2:22][CH2:21][CH2:20][CH2:19]1. Given the reactants C(O)=O.[CH3:4][N:5]1[C:13]2[C:8](=[CH:9][C:10]([N+:14]([O-])=O)=[CH:11][CH:12]=2)[CH:7]=[C:6]1[CH2:17][N:18]1[CH2:22][CH2:21][CH2:20][CH2:19]1, predict the reaction product. (5) Given the reactants Br.[NH2:2][C:3]1[C:4]([OH:17])=[C:5]([C:9]2[O:13][C:12]([C:14]([OH:16])=[O:15])=[CH:11][CH:10]=2)[CH:6]=[CH:7][CH:8]=1.[N:18]([O-])=O.[Na+].[CH3:22][C:23]1[CH2:24][C:25](=[O:38])[N:26]([C:28]2[CH:29]=[C:30]3[C:34](=[CH:35][CH:36]=2)[CH2:33][CH2:32][CH:31]3[CH3:37])[N:27]=1.C(=O)(O)[O-].[Na+], predict the reaction product. The product is: [OH:17][C:4]1[C:3]([NH:2][N:18]=[C:24]2[C:25](=[O:38])[N:26]([C:28]3[CH:29]=[C:30]4[C:34](=[CH:35][CH:36]=3)[CH2:33][CH2:32][CH:31]4[CH3:37])[N:27]=[C:23]2[CH3:22])=[CH:8][CH:7]=[CH:6][C:5]=1[C:9]1[O:13][C:12]([C:14]([OH:16])=[O:15])=[CH:11][CH:10]=1. (6) Given the reactants [CH3:1][S:2]([C:5]1[CH:6]=[C:7]([C:11]2[CH:16]=[CH:15][C:14]([C:17]3[N:21]([CH2:22][C:23]([O:25][CH2:26][CH3:27])=[O:24])[N:20]=[C:19](OS(C(F)(F)F)(=O)=O)[CH:18]=3)=[CH:13][CH:12]=2)[CH:8]=[CH:9][CH:10]=1)(=[O:4])=[O:3].[CH3:36][C:37]1(C)[C:41](C)(C)OB(C(C)=C)O1.C([O-])([O-])=O.[Na+].[Na+], predict the reaction product. The product is: [CH3:1][S:2]([C:5]1[CH:6]=[C:7]([C:11]2[CH:12]=[CH:13][C:14]([C:17]3[N:21]([CH2:22][C:23]([O:25][CH2:26][CH3:27])=[O:24])[N:20]=[C:19]([C:37]([CH3:41])=[CH2:36])[CH:18]=3)=[CH:15][CH:16]=2)[CH:8]=[CH:9][CH:10]=1)(=[O:4])=[O:3].